This data is from Experimentally validated miRNA-target interactions with 360,000+ pairs, plus equal number of negative samples. The task is: Binary Classification. Given a miRNA mature sequence and a target amino acid sequence, predict their likelihood of interaction. (1) The miRNA is mmu-miR-871-5p with sequence UAUUCAGAUUAGUGCCAGUCAUG. The protein sequence of the target gene is MLRAQRPRLARLRACLSRGLHHKPVMALRREDVNAWERRAPLAPKHIKGITKLGYKVLIQPSNRRAIHDKEYVRAGGILQEDITEACLILGVKRPPEEKLMSKKTYAFFSHTIKAQEANMNLLDEVLKQEIRLIDYEKMVDHRGSRIVAFGQWAGVAGMINILHGMGLRLLALGHHTPFMHLGMAHNYRNSSQAVQAVRDAGYEISLGLMPKSIGPLTFVFTGTGNVSKGAQEVFNELPCEYVEPHELREVSKTGDLRKVYGTVLSRHHHLVRKTDGVYDPVEYEKYPERYTSRFNTDIA.... Result: 0 (no interaction). (2) The miRNA is hsa-miR-216b-3p with sequence ACACACUUACCCGUAGAGAUUCUA. The protein sequence of the target gene is MSGSQNNDKRQFLLERLLDAVKQCQIRFGGRKEIASDSDSRVTCLCAQFEAVLQHGLKRSRGLALTAAAIKQAAGFASKTETEPVFWYYVKEVLNKHELQRFYSLRHIASDVGRGRAWLRCALNEHSLERYLHMLLADRCRLSTFYEDWSFVMDEERSSMLPTMAAGLNSILFAINIDNKDLNGQSKFAPTVSDLLKESTQNVTSLLKESTQGVSSLFREITASSAVSILIKPEQETDPLPVVSRNVSADAKCKKERKKKKKVTNIISFDDEEDEQNSGDVFKKTPGAGESSEDNSDRSS.... Result: 1 (interaction). (3) The miRNA is hsa-miR-5196-5p with sequence AGGGAAGGGGACGAGGGUUGGG. The protein sequence of the target gene is MMSFVQSGTWFLLTLLHPTLILAQQSNVDELGCSHLGQSYESRDVWKPEPCQICVCDSGSVLCDDIICDEEPLDCPNPEIPFGECCAICPQPSTPAPVLPDGHGPQGPKGDPGPPGIPGRNGDPGLPGQPGLPGPPGSPGICESCPTGGQNYSPQFDSYDVKSGVGGMGGYPGPAGPPGPPGPPGSSGHPGSPGSPGYQGPPGEPGQAGPAGPPGPPGALGPAGPAGKDGESGRPGRPGERGLPGPPGIKGPAGMPGFPGMKGHRGFDGRNGEKGETGAPGLKGENGLPGDNGAPGPMGP.... Result: 0 (no interaction). (4) The miRNA is hsa-miR-149-3p with sequence AGGGAGGGACGGGGGCUGUGC. The protein sequence of the target gene is MAGGAWGRLACYLEFLKKEELKEFQLLLANKAHSRSSSGETPAQPEKTSGMEVASYLVAQYGEQRAWDLALHTWEQMGLRSLCAQAQEGAGHSPSFPYSPSEPHLGSPSQPTSTAVLMPWIHELPAGCTQGSERRVLRQLPDTSGRRWREISASLLYQALPSSPDHESPSQESPNAPTSTAVLGSWGSPPQPSLAPREQEAPGTQWPLDETSGIYYTEIREREREKSEKGRPPWAAVVGTPPQAHTSLQPHHHPWEPSVRESLCSTWPWKNEDFNQKFTQLLLLQRPHPRSQDPLVKRSW.... Result: 0 (no interaction). (5) The miRNA is hsa-miR-186-3p with sequence GCCCAAAGGUGAAUUUUUUGGG. The protein sequence of the target gene is MNRSFHKSQTLRFYDCSAVEVKSKFGAEFRRFSLDRHKPGKFEDFYQLVVHTHHISNTEVTIGYADVHGDLLPINNDDNFCKAVSSANPLLRVFIQKREEADHYSFGAGTLSRKKKVLVTLRDDGLRRRPHLNISMPHDFRPVSSIIDVDILPETHRRVRLYRHGYEKPLGFYIRDGTSVRVTPHGLEKVPGIFISRMVPGGLAESTGLLAVNDEVLEVNGIEVAGKTLDQVTDMMIANSHNLIVTVKPANQRNNVVRSSRTSGSSVHSTDSTTSHHSLPGAHVLQNSEDVESDEEADIV.... Result: 0 (no interaction).